This data is from Retrosynthesis with 50K atom-mapped reactions and 10 reaction types from USPTO. The task is: Predict the reactants needed to synthesize the given product. (1) Given the product CC(C)(C#N)c1ccc(CSc2ccccc2)cc1, predict the reactants needed to synthesize it. The reactants are: CC(C)(C#N)c1ccc(CBr)cc1.Sc1ccccc1. (2) Given the product CC(C)Nc1nc2c(nc1N1CCC(Oc3ccc(F)cc3F)CC1)CCN(C(=O)C(F)F)C2, predict the reactants needed to synthesize it. The reactants are: CC(C)Nc1nc2c(nc1N1CCC(Oc3ccc(F)cc3F)CC1)CCNC2.O=C(O)C(F)F. (3) Given the product N#Cc1ccc(C(=O)C2CC2)cc1, predict the reactants needed to synthesize it. The reactants are: N#C[Cu].O=C(c1ccc(Br)cc1)C1CC1. (4) Given the product O=CNCC1CN(c2c(F)cc3c(=O)c(C(=O)O)cn(C4CC4)c3c2F)CCO1, predict the reactants needed to synthesize it. The reactants are: O=C(O)c1cn(C2CC2)c2c(F)c(F)c(F)cc2c1=O.O=CNCC1CNCCO1. (5) Given the product COCCOc1cc2nccc(Nc3ccc(Cl)cc3F)c2cc1C#N, predict the reactants needed to synthesize it. The reactants are: COCCOc1cc2nccc(Cl)c2cc1C#N.Nc1ccc(Cl)cc1F. (6) Given the product O=C(NCc1ccc(F)cc1)NC(=O)N(C1CCCCC1)C1CCCCC1, predict the reactants needed to synthesize it. The reactants are: NC(=O)NCc1ccc(F)cc1.O=C(Cl)N(C1CCCCC1)C1CCCCC1. (7) Given the product CN(C(=O)Oc1ccc(F)cc1)[C@@H]1CN(C(=O)C2CCN(C(=O)C3CC3)C2)C[C@H]1c1ccc(Cl)cc1, predict the reactants needed to synthesize it. The reactants are: CN(C(=O)Oc1ccc(F)cc1)[C@@H]1CN(C(=O)C2CCNC2)C[C@H]1c1ccc(Cl)cc1.O=C(Cl)C1CC1.